Task: Regression. Given two drug SMILES strings and cell line genomic features, predict the synergy score measuring deviation from expected non-interaction effect.. Dataset: NCI-60 drug combinations with 297,098 pairs across 59 cell lines (1) Drug 1: CN1C2=C(C=C(C=C2)N(CCCl)CCCl)N=C1CCCC(=O)O.Cl. Drug 2: CCC1(C2=C(COC1=O)C(=O)N3CC4=CC5=C(C=CC(=C5CN(C)C)O)N=C4C3=C2)O.Cl. Cell line: MDA-MB-231. Synergy scores: CSS=18.1, Synergy_ZIP=-1.36, Synergy_Bliss=1.89, Synergy_Loewe=-10.4, Synergy_HSA=2.65. (2) Drug 1: C1CCC(CC1)NC(=O)N(CCCl)N=O. Drug 2: CC(C)(C#N)C1=CC(=CC(=C1)CN2C=NC=N2)C(C)(C)C#N. Cell line: HS 578T. Synergy scores: CSS=17.9, Synergy_ZIP=1.65, Synergy_Bliss=1.80, Synergy_Loewe=0.201, Synergy_HSA=1.04. (3) Drug 1: C1=CN(C(=O)N=C1N)C2C(C(C(O2)CO)O)O.Cl. Drug 2: CC1=C(C(=O)C2=C(C1=O)N3CC4C(C3(C2COC(=O)N)OC)N4)N. Cell line: IGROV1. Synergy scores: CSS=13.0, Synergy_ZIP=-6.11, Synergy_Bliss=-2.41, Synergy_Loewe=-1.49, Synergy_HSA=-0.581. (4) Drug 1: C1=CC=C(C(=C1)C(C2=CC=C(C=C2)Cl)C(Cl)Cl)Cl. Drug 2: C1CN(P(=O)(OC1)NCCCl)CCCl. Cell line: NCI/ADR-RES. Synergy scores: CSS=-3.29, Synergy_ZIP=3.11, Synergy_Bliss=4.91, Synergy_Loewe=-3.08, Synergy_HSA=-1.68. (5) Drug 1: C1CN1P(=S)(N2CC2)N3CC3. Drug 2: COC1=C2C(=CC3=C1OC=C3)C=CC(=O)O2. Cell line: HT29. Synergy scores: CSS=12.0, Synergy_ZIP=-2.86, Synergy_Bliss=3.67, Synergy_Loewe=1.23, Synergy_HSA=2.94. (6) Drug 1: CC1=C(C(=CC=C1)Cl)NC(=O)C2=CN=C(S2)NC3=CC(=NC(=N3)C)N4CCN(CC4)CCO. Drug 2: CC(C)CN1C=NC2=C1C3=CC=CC=C3N=C2N. Cell line: SW-620. Synergy scores: CSS=4.34, Synergy_ZIP=-0.404, Synergy_Bliss=3.32, Synergy_Loewe=0.386, Synergy_HSA=1.60. (7) Drug 1: COC1=C2C(=CC3=C1OC=C3)C=CC(=O)O2. Drug 2: CC1C(C(CC(O1)OC2CC(CC3=C2C(=C4C(=C3O)C(=O)C5=CC=CC=C5C4=O)O)(C(=O)C)O)N)O. Cell line: OVCAR-8. Synergy scores: CSS=36.9, Synergy_ZIP=2.09, Synergy_Bliss=2.70, Synergy_Loewe=-5.85, Synergy_HSA=3.81.